This data is from Experimentally validated miRNA-target interactions with 360,000+ pairs, plus equal number of negative samples. The task is: Binary Classification. Given a miRNA mature sequence and a target amino acid sequence, predict their likelihood of interaction. (1) The miRNA is hsa-miR-4651 with sequence CGGGGUGGGUGAGGUCGGGC. The protein sequence of the target gene is METDYNPVELSSMSGFEEGSELNGFEGADMKDMQLEAEAVVNDVLFAVNHMFVSKSMPCADDVAYINVETKERNRYCLELTEAGLRVVGYAFDQVEDHLQTPYHETVYSLLDTLSPAYREAFGNALLQRLEALKRDGQS. Result: 0 (no interaction). (2) Result: 1 (interaction). The protein sequence of the target gene is MVNEGPNQEESDDTPVPESALQADPSVSVHPSVSVHPSVSINPSVSVHPSSSAHPSALAQPSGLAHPSSSGPEDLSVIKVSRRRWAVVLVFSCYSMCNSFQWIQYGSINNIFMHFYGVSAFAIDWLSMCYMLTYIPLLLPVAWLLEKFGLRTIALTGSALNCLGAWVKLGSLKPHLFPVTVVGQLICSVAQVFILGMPSRIASVWFGANEVSTACSVAVFGNQLGIAIGFLVPPVLVPNIEDRDELAYHISIMFYIIGGVATLLLILVIIVFKEKPKYPPSRAQSLSYALTSPDASYLGS.... The miRNA is hsa-miR-8485 with sequence CACACACACACACACACGUAU. (3) The miRNA is hsa-miR-4665-3p with sequence CUCGGCCGCGGCGCGUAGCCCCCGCC. The protein sequence of the target gene is MSTILLNLDFGQPSKKAFGGNAKHQRFVKKRRFLEQKGFLNKKNQPPNKVSKLNSEPPKKGETSRVDGILKILPCPKKKEAAASKRDSERSKDKKAPLSWLTPAPSKKTASVVSKIDLLGEFQSALPKTKSTQKKGSKKKSLKKKIATENSTQAQSKDKGSKKKPLKKNAVPNSTQARSEDKCPTVPQNLPGKMVAIDCEMVGTGPKGRVSSLARCSIVNYNGDVLYDEYVLPPCYIVNYRTRWSGIRKCHMVNATPFKTARSQILKILSGKVVIGHAIHNDYKALQYFHPKSLTRDTSR.... Result: 0 (no interaction). (4) The miRNA is hsa-miR-4666b with sequence UUGCAUGUCAGAUUGUAAUUCCC. The protein sequence of the target gene is MAEPSGAETRPQIRVTVKTPKDKEEIVICDQASVKEFKEEISRRFKAQQDQLVLIFAGKILKDGDTLSQHGIKDGLTVHLVIKTPQKAQDPVTAAASPPSTPDSASAPSTTPASPAAAPVQPCSSGNTTSDAGSGGGPSPVAAEGPSSATASILSGFGGILGLGSLGLGSANFMELQQQMQRQLMSNPEMLSQIMENPLVQDMMSNPDLMRHMIMANPQMQQLMERNPEISHMLNNPELMRQTMELARNPAMMQEMMRNQDRALSNLESVPGGYNALRRMYTDIQEPMFTAAREQFGNNP.... Result: 0 (no interaction). (5) Result: 0 (no interaction). The protein sequence of the target gene is MTKTDPAPMAPPPRGEEEEEEEEDEPVPEAPSPTQERRQKPVVHPSAPAPLPKDYAFTFFDPNDPACQEILFDPKTTIPELFAIVRQWVPQVQHKIDVIGNEILRRGCHVNDRDGLTDMTLLHYACKAGAHGVGDPAAAVRLSQQLLALGADVTLRSRWTNMNALHYAAYFDVPDLVRVLLKGARPRVVNSTCSDFNHGSALHIAASNLCLGAAKCLLEHGANPALRNRKGQVPAEVVPDPMDMSLDKAEAALVAKELRTLLEEAVPLSCTLPKVTLPNYDNVPGNLMLSALGLRLGDRV.... The miRNA is hsa-miR-2861 with sequence GGGGCCUGGCGGUGGGCGG. (6) The miRNA is mmu-miR-466b-3p with sequence AUACAUACACGCACACAUAAGA. The protein sequence of the target gene is MGPFGALCLAWALLGVVRACPEPCACVDKYAHQFADCAYKELREVPEGLPANVTTLSLSANKITVLRRGAFVNVTQVTSLWLAHSEVRTVESGALAVLSQLKNLDLSHNLISNFPWSDLRNLSALQLLKMNHNRLGSLPRDALGALPDLRSLRINNNRLRTLEPGTFDALSALSHLQLYHNPFHCSCGLVWLQAWAASTRVSLPEPDSIACASPPELQGVPVHRLPALPCAPPSVRLSAEPPPEAPGTPLRAGLAFMLHCVAEGHPTPRLQWQLQIPGGTVVLVPPVLSKEEDGGDKVED.... Result: 0 (no interaction). (7) The miRNA is hsa-miR-6754-3p with sequence UCUUCACCUGCCUCUGCCUGCA. The protein sequence of the target gene is MSEQSICQARAAVMVYDDANKKWVPAGGSTGFSRVHIYHHTGNNTFRVVGRKIQDHQVVINCAIPKGLKYNQATQTFHQWRDARQVYGLNFGSKEDANVFASAMMHALEVLNSQETGPTLPRQNSQLPAQVQNGPSQEELEIQRRQLQEQQRQKELERERLERERMERERLERERLERERLERERLEQEQLERERQERERQERLERQERLERQERLERQERLDRERQERQERERLERLERERQERERQEQLEREQLEWERERRISSAAAPASVETPLNSVLGDSSASEPGLQAASQPAET.... Result: 1 (interaction). (8) The miRNA is hsa-miR-195-5p with sequence UAGCAGCACAGAAAUAUUGGC. The protein sequence of the target gene is MSHVVVKNDPELDQQLANLDLNSEKQSGGASTASKGRYIPPHLRNREASKGFHDKDSSGWSCSKDKDAYSSFGSRDSRGKPGYFSERGSGSRGRFDDRGRSDYDGIGNRERPGFGRFERSGHSRWCDKSVEDDWSKPLPPSERLEQELFSGGNTGINFEKYDDIPVEATGSNCPPHIENFSDIDMGEIIMGNIELTRYTRPTPVQKHAIPIIKGKRDLMACAQTGSGKTAAFLLPILSQIYTDGPGEALKAVKENGRYGRRKQYPISLVLAPTRELAVQIYEEARKFSYRSRVRPCVVYG.... Result: 1 (interaction). (9) Result: 1 (interaction). The protein sequence of the target gene is MRAKWRKKRMRRLKRKRRKMRQRSK. The miRNA is hsa-miR-523-5p with sequence CUCUAGAGGGAAGCGCUUUCUG. (10) The miRNA is hsa-miR-6760-5p with sequence CAGGGAGAAGGUGGAAGUGCAGA. The protein sequence of the target gene is MDAIKKKMQMLKLDKENAIDRAEQAEADKKQAEDRCKQLEEEQQALQKKLKGTEDEVEKYSESVKEAQEKLEQAEKKATDAEADVASLNRRIQLVEEELDRAQERLATALQKLEEAEKAADESERGMKVIENRAMKDEEKMELQEMQLKEAKHIAEDSDRKYEEVARKLVILEGELERSEERAEVAESKCGDLEEELKIVTNNLKSLEAQADKYSTKEDKYEEEIKLLEEKLKEAETRAEFAERSVAKLEKTIDDLEDEVYAQKMKYKAISEELDNALNDITSL. Result: 1 (interaction).